Dataset: Reaction yield outcomes from USPTO patents with 853,638 reactions. Task: Predict the reaction yield, written as a fraction of the theoretical maximum amount of product (1.0 means a 100% yield; for example, 0.34 means a 34% yield). (1) The reactants are [F:1][C:2]1[C:3]([C:22](OC)=[O:23])=[CH:4][N:5]([S:13]([C:16]2[CH:17]=[N:18][CH:19]=[CH:20][CH:21]=2)(=[O:15])=[O:14])[C:6]=1[C:7]1[CH:12]=[CH:11][CH:10]=[CH:9][CH:8]=1.[H-].C([Al+]CC(C)C)C(C)C.O.C(OCC)(=O)C. The catalyst is O1CCCC1.C1(C)C=CC=CC=1. The product is [F:1][C:2]1[C:3]([CH:22]=[O:23])=[CH:4][N:5]([S:13]([C:16]2[CH:17]=[N:18][CH:19]=[CH:20][CH:21]=2)(=[O:15])=[O:14])[C:6]=1[C:7]1[CH:12]=[CH:11][CH:10]=[CH:9][CH:8]=1. The yield is 0.670. (2) The reactants are BrC1N2C=NC=C2C(=O)N(CC2C=CC(OC)=CC=2)C=1.[CH:21]([N:34]1[C:38]2[CH:39]=[C:40](Br)[CH:41]=[CH:42][C:37]=2[O:36][C:35]1=[O:44])([C:28]1[CH:33]=[CH:32][CH:31]=[CH:30][CH:29]=1)[C:22]1[CH:27]=[CH:26][CH:25]=[CH:24][CH:23]=1.ClC1C=CC(O)=C(B(O)O)C=1.[CH2:56]([O:63][C:64]1[CH:69]=[CH:68][C:67]([CH3:70])=[CH:66][C:65]=1B(O)O)[C:57]1[CH:62]=[CH:61][CH:60]=[CH:59][CH:58]=1. No catalyst specified. The product is [CH:21]([N:34]1[C:38]2[CH:39]=[C:40]([C:69]3[CH:68]=[C:67]([CH3:70])[CH:66]=[CH:65][C:64]=3[O:63][CH2:56][C:57]3[CH:58]=[CH:59][CH:60]=[CH:61][CH:62]=3)[CH:41]=[CH:42][C:37]=2[O:36][C:35]1=[O:44])([C:28]1[CH:33]=[CH:32][CH:31]=[CH:30][CH:29]=1)[C:22]1[CH:27]=[CH:26][CH:25]=[CH:24][CH:23]=1. The yield is 1.00. (3) The reactants are [OH:1][C:2]1[CH:11]=[CH:10][C:5]([C:6]([O:8][CH3:9])=[O:7])=[CH:4][CH:3]=1.[I:12]Cl. The catalyst is C(O)(=O)C. The product is [OH:1][C:2]1[CH:3]=[CH:4][C:5]([C:6]([O:8][CH3:9])=[O:7])=[CH:10][C:11]=1[I:12]. The yield is 0.903.